From a dataset of PAMPA (Parallel Artificial Membrane Permeability Assay) permeability data from NCATS. Regression/Classification. Given a drug SMILES string, predict its absorption, distribution, metabolism, or excretion properties. Task type varies by dataset: regression for continuous measurements (e.g., permeability, clearance, half-life) or binary classification for categorical outcomes (e.g., BBB penetration, CYP inhibition). Dataset: pampa_ncats. The compound is C[C@@H]1CC[C@H]2[C@H]([C@H](O[C@H]3[C@@]24[C@@H]1CC[C@@](O3)(OO4)C)CCC(=O)NC5=CC=C(C=C5)F)C. The result is 1 (high permeability).